This data is from Cav3 T-type calcium channel HTS with 100,875 compounds. The task is: Binary Classification. Given a drug SMILES string, predict its activity (active/inactive) in a high-throughput screening assay against a specified biological target. (1) The molecule is Clc1c(c2noc(c2C(=O)c2cc([nH]c2)C(=O)NCCCOC)C)c(Cl)ccc1. The result is 0 (inactive). (2) The drug is Brc1ccc(NC(=O)CSc2nn(c3ccccc3)cn2)nc1. The result is 1 (active). (3) The molecule is N(CC(C)C)c1n2ncnc2nc(c1)C. The result is 0 (inactive). (4) The molecule is O1CCN(CC1)c1ccc(NC2CC(=O)N(C2=O)c2c(OCC)cccc2)cc1. The result is 0 (inactive). (5) The molecule is S(=O)(=O)(NC(C(=O)N1CCN(CC1)c1c(OC)cccc1)c1ccccc1)c1sccc1. The result is 0 (inactive).